This data is from Cav3 T-type calcium channel HTS with 100,875 compounds. The task is: Binary Classification. Given a drug SMILES string, predict its activity (active/inactive) in a high-throughput screening assay against a specified biological target. (1) The molecule is s1c2n(cc(n2)CN\C=C2\c3c(C=CC2=O)cccc3)cc1. The result is 0 (inactive). (2) The molecule is Fc1c(Nc2n3nc(nc3nc(c2)C)C)ccc(F)c1. The result is 0 (inactive). (3) The compound is O=C(NC1CCCCC1)N(CCN1CCCC1)Cc1cc2c([nH]c1=O)ccc(c2)CC. The result is 0 (inactive). (4) The compound is O=C1N(CC2(CC=C)C(=O)NC(=O)NC2=O)CCCCC1. The result is 0 (inactive). (5) The drug is S(c1[nH]c(CCC)cc(=O)n1)CC(=O)Nc1ccc(OC(F)F)cc1. The result is 0 (inactive). (6) The molecule is Clc1c(NC=2N(c3ccccc3)C(=O)CN2)cccc1. The result is 0 (inactive). (7) The drug is O=C(N1CCN(CC1)C(=O)c1occc1)c1cc2OCOc2cc1. The result is 0 (inactive). (8) The compound is O=C(Nc1c(C(=O)Nc2c(c(ccc2)C)C)cccc1)C1CCCCC1. The result is 0 (inactive).